From a dataset of Forward reaction prediction with 1.9M reactions from USPTO patents (1976-2016). Predict the product of the given reaction. (1) Given the reactants [Cl:1][CH2:2][CH2:3][C:4]1[C:9](=[O:10])[N:8]2[CH2:11][CH2:12][CH2:13][CH:14]([OH:15])[C:7]2=[N:6][C:5]=1[CH3:16].N1C=CN=C1.[C:22]([Si:26]([CH3:29])([CH3:28])Cl)([CH3:25])([CH3:24])[CH3:23], predict the reaction product. The product is: [Si:26]([O:15][CH:14]1[C:7]2=[N:6][C:5]([CH3:16])=[C:4]([CH2:3][CH2:2][Cl:1])[C:9](=[O:10])[N:8]2[CH2:11][CH2:12][CH2:13]1)([C:22]([CH3:25])([CH3:24])[CH3:23])([CH3:29])[CH3:28]. (2) Given the reactants [CH:1]([SiH:4]([CH:10]([CH3:12])[CH3:11])[CH2:5][C:6]([CH3:9])(C)C)([CH3:3])[CH3:2].BrCCC[O:17][C:18]([CH3:21])([CH3:20])[CH3:19], predict the reaction product. The product is: [C:18]([O:17][CH2:9][CH2:6][CH2:5][SiH:4]([CH:1]([CH3:2])[CH3:3])[CH:10]([CH3:11])[CH3:12])([CH3:21])([CH3:20])[CH3:19]. (3) The product is: [Cl:16][C:17]1[CH:18]=[C:19]2[C:24](=[CH:25][CH:26]=1)[CH:23]=[C:22]([S:27]([NH:7][CH2:6][C:5]([O:4][CH2:2][CH3:3])=[O:8])(=[O:29])=[O:28])[CH:21]=[CH:20]2. Given the reactants Cl.[CH2:2]([O:4][C:5](=[O:8])[CH2:6][NH2:7])[CH3:3].C(N(CC)CC)C.[Cl:16][C:17]1[CH:18]=[C:19]2[C:24](=[CH:25][CH:26]=1)[CH:23]=[C:22]([S:27](Cl)(=[O:29])=[O:28])[CH:21]=[CH:20]2.Cl, predict the reaction product. (4) Given the reactants [O:1]=[C:2]1[CH2:7][CH2:6][O:5][CH2:4][CH:3]1[C:8]([O:10][CH2:11][CH3:12])=[O:9].[H-].[Na+].C1C=CC(N([S:22]([C:25]([F:28])([F:27])[F:26])(=[O:24])=[O:23])[S:22]([C:25]([F:28])([F:27])[F:26])(=[O:24])=[O:23])=CC=1, predict the reaction product. The product is: [F:26][C:25]([F:28])([F:27])[S:22]([O:1][C:2]1[CH:3]([C:8]([O:10][CH2:11][CH3:12])=[O:9])[CH2:4][O:5][CH2:6][CH:7]=1)(=[O:24])=[O:23]. (5) Given the reactants P(Cl)(Cl)([Cl:3])=O.[CH2:6]([O:8][C:9]1[CH:18]=[C:17]2[C:12]([C:13](=O)[NH:14][CH:15]=[N:16]2)=[C:11]([O:20][CH3:21])[CH:10]=1)[CH3:7].C(N(C(C)C)CC)(C)C, predict the reaction product. The product is: [Cl:3][C:13]1[C:12]2[C:17](=[CH:18][C:9]([O:8][CH2:6][CH3:7])=[CH:10][C:11]=2[O:20][CH3:21])[N:16]=[CH:15][N:14]=1. (6) Given the reactants CO[C:3](=[O:38])[CH2:4][NH:5][C:6](=[O:37])[C:7]1[CH:12]=[C:11]([Cl:13])[C:10]([O:14][C:15]2[CH:20]=[CH:19][N:18]=[CH:17][C:16]=2[C:21]([N:23]2[C:32]3[C:27](=[CH:28][CH:29]=[CH:30][CH:31]=3)[N:26]([CH:33]3[CH2:35][CH2:34]3)[CH2:25][CH2:24]2)=[O:22])=[CH:9][C:8]=1[Cl:36].[OH:39][CH2:40][CH2:41]NCCO, predict the reaction product. The product is: [Cl:36][C:8]1[CH:9]=[C:10]([O:14][C:15]2[CH:20]=[CH:19][N:18]=[CH:17][C:16]=2[C:21]([N:23]2[C:32]3[C:27](=[CH:28][CH:29]=[CH:30][CH:31]=3)[N:26]([CH:33]3[CH2:34][CH2:35]3)[CH2:25][CH2:24]2)=[O:22])[C:11]([Cl:13])=[CH:12][C:7]=1[C:6]([N:5]([CH2:41][CH2:40][OH:39])[CH2:4][CH2:3][OH:38])=[O:37].